The task is: Predict the reactants needed to synthesize the given product.. This data is from Full USPTO retrosynthesis dataset with 1.9M reactions from patents (1976-2016). (1) Given the product [N:27]1[CH:28]=[CH:29][CH:30]=[C:25]([O:1][C:2]2[CH:17]=[CH:16][C:5]([C:6]([O:8][CH2:9][C:10]3[CH:15]=[CH:14][CH:13]=[CH:12][CH:11]=3)=[O:7])=[CH:4][CH:3]=2)[CH:26]=1, predict the reactants needed to synthesize it. The reactants are: [OH:1][C:2]1[CH:17]=[CH:16][C:5]([C:6]([O:8][CH2:9][C:10]2[CH:15]=[CH:14][CH:13]=[CH:12][CH:11]=2)=[O:7])=[CH:4][CH:3]=1.CC(C)([O-])C.[K+].Br[C:25]1[CH:26]=[N:27][CH:28]=[CH:29][CH:30]=1. (2) Given the product [C:1]([NH:4][C@H:5]([C:27]([NH:40][CH2:39][CH2:38][S:37][C:31](=[O:36])[C:32]([CH3:35])([CH3:34])[CH3:33])=[O:28])[CH2:6][S:7][C:8]([C:15]1[CH:16]=[CH:17][CH:18]=[CH:19][CH:20]=1)([C:21]1[CH:26]=[CH:25][CH:24]=[CH:23][CH:22]=1)[C:9]1[CH:14]=[CH:13][CH:12]=[CH:11][CH:10]=1)(=[O:3])[CH3:2], predict the reactants needed to synthesize it. The reactants are: [C:1]([NH:4][C@H:5]([C:27](O)=[O:28])[CH2:6][S:7][C:8]([C:21]1[CH:26]=[CH:25][CH:24]=[CH:23][CH:22]=1)([C:15]1[CH:20]=[CH:19][CH:18]=[CH:17][CH:16]=1)[C:9]1[CH:14]=[CH:13][CH:12]=[CH:11][CH:10]=1)(=[O:3])[CH3:2].Cl.[C:31]([S:37][CH2:38][CH2:39][NH2:40])(=[O:36])[C:32]([CH3:35])([CH3:34])[CH3:33].Cl.C(SCCN)(=O)C.Cl.C(SCCN)(=O)C1C=CC=CC=1. (3) Given the product [CH2:24]([NH:31][C:17](=[O:18])[C:16]1[CH:20]=[CH:21][C:13]([C:11]([NH:10][C:8]2[S:9][C:5]3[CH:4]=[C:3]([O:2][CH3:1])[CH:23]=[CH:22][C:6]=3[N:7]=2)=[O:12])=[CH:14][CH:15]=1)[C:25]1[CH:30]=[CH:29][CH:28]=[CH:27][CH:26]=1, predict the reactants needed to synthesize it. The reactants are: [CH3:1][O:2][C:3]1[CH:23]=[CH:22][C:6]2[N:7]=[C:8]([NH:10][C:11]([C:13]3[CH:21]=[CH:20][C:16]([C:17](O)=[O:18])=[CH:15][CH:14]=3)=[O:12])[S:9][C:5]=2[CH:4]=1.[CH2:24]([NH2:31])[C:25]1[CH:30]=[CH:29][CH:28]=[CH:27][CH:26]=1.C(P1(=O)OP(CCC)(=O)OP(CCC)(=O)O1)CC. (4) Given the product [F:1][C:2]1[CH:3]=[CH:4][C:5]([N:8]2[CH2:13][CH2:12][N:11]([C:15]3[C:16]([C:23]4[CH:24]=[CH:25][C:26]([N:27]([CH3:28])[CH3:29])=[CH:30][CH:31]=4)=[N:17][C:18]([O:21][CH3:22])=[CH:19][CH:20]=3)[CH2:10][CH2:9]2)=[CH:6][CH:7]=1, predict the reactants needed to synthesize it. The reactants are: [F:1][C:2]1[CH:7]=[CH:6][C:5]([N:8]2[CH2:13][CH2:12][NH:11][CH2:10][CH2:9]2)=[CH:4][CH:3]=1.Br[C:15]1[C:16]([C:23]2[CH:31]=[CH:30][C:26]([N:27]([CH3:29])[CH3:28])=[CH:25][CH:24]=2)=[N:17][C:18]([O:21][CH3:22])=[CH:19][CH:20]=1.CC1(C)C2C(=C(P(C3C=CC=CC=3)C3C=CC=CC=3)C=CC=2)OC2C(P(C3C=CC=CC=3)C3C=CC=CC=3)=CC=CC1=2.CC(C)([O-])C.[Na+]. (5) Given the product [CH2:25]([N:16]([C:17]1[S:18][CH:19]=[CH:20][N:21]=1)[S:13]([C:10]1[CH:11]=[CH:12][C:7]([N:4]2[CH2:5][CH2:6][C@@H:2]([OH:1])[C:3]2=[O:22])=[CH:8][CH:9]=1)(=[O:14])=[O:15])[CH:23]=[CH2:24], predict the reactants needed to synthesize it. The reactants are: [OH:1][C@@H:2]1[CH2:6][CH2:5][N:4]([C:7]2[CH:12]=[CH:11][C:10]([S:13]([NH:16][C:17]3[S:18][CH:19]=[CH:20][N:21]=3)(=[O:15])=[O:14])=[CH:9][CH:8]=2)[C:3]1=[O:22].[CH:23](N(CC)C(C)C)([CH3:25])[CH3:24].C(Br)C=C. (6) Given the product [CH2:1]([O:3][C:4]([C:6]1[CH:10]=[CH:9][N:8]([C:12]2[CH:17]=[CH:16][C:15]([F:18])=[CH:14][N:13]=2)[N:7]=1)=[O:5])[CH3:2], predict the reactants needed to synthesize it. The reactants are: [CH2:1]([O:3][C:4]([C:6]1[CH:10]=[CH:9][NH:8][N:7]=1)=[O:5])[CH3:2].Br[C:12]1[CH:17]=[CH:16][C:15]([F:18])=[CH:14][N:13]=1. (7) Given the product [CH2:21]([O:12][C:9]1[CH:10]=[C:11]2[C:6]([CH:5]=[CH:4][N:3]=[C:2]2[Cl:1])=[CH:7][CH:8]=1)[CH:20]=[CH2:19], predict the reactants needed to synthesize it. The reactants are: [Cl:1][C:2]1[C:11]2[C:6](=[CH:7][CH:8]=[C:9]([OH:12])[CH:10]=2)[CH:5]=[CH:4][N:3]=1.C(=O)([O-])[O-].[Cs+].[Cs+].[CH2:19](Br)[CH:20]=[CH2:21].